From a dataset of Merck oncology drug combination screen with 23,052 pairs across 39 cell lines. Regression. Given two drug SMILES strings and cell line genomic features, predict the synergy score measuring deviation from expected non-interaction effect. (1) Drug 1: NC1(c2ccc(-c3nc4ccn5c(=O)[nH]nc5c4cc3-c3ccccc3)cc2)CCC1. Drug 2: CC(C)CC(NC(=O)C(Cc1ccccc1)NC(=O)c1cnccn1)B(O)O. Cell line: VCAP. Synergy scores: synergy=-13.7. (2) Drug 1: CC(=O)OC1C(=O)C2(C)C(O)CC3OCC3(OC(C)=O)C2C(OC(=O)c2ccccc2)C2(O)CC(OC(=O)C(O)C(NC(=O)c3ccccc3)c3ccccc3)C(C)=C1C2(C)C. Drug 2: O=C(NOCC(O)CO)c1ccc(F)c(F)c1Nc1ccc(I)cc1F. Cell line: PA1. Synergy scores: synergy=6.29. (3) Cell line: HT144. Drug 2: CNC(=O)c1cc(Oc2ccc(NC(=O)Nc3ccc(Cl)c(C(F)(F)F)c3)cc2)ccn1. Drug 1: CN1C(=O)C=CC2(C)C3CCC4(C)C(NC(=O)OCC(F)(F)F)CCC4C3CCC12. Synergy scores: synergy=1.71. (4) Drug 1: NC(=O)c1cccc2cn(-c3ccc(C4CCCNC4)cc3)nc12. Drug 2: CCc1c2c(nc3ccc(O)cc13)-c1cc3c(c(=O)n1C2)COC(=O)C3(O)CC. Cell line: A2058. Synergy scores: synergy=28.0. (5) Drug 1: N.N.O=C(O)C1(C(=O)O)CCC1.[Pt]. Synergy scores: synergy=-33.1. Cell line: T47D. Drug 2: Cc1nc(Nc2ncc(C(=O)Nc3c(C)cccc3Cl)s2)cc(N2CCN(CCO)CC2)n1. (6) Drug 1: O=C(O)C1(Cc2cccc(Nc3nccs3)n2)CCC(Oc2cccc(Cl)c2F)CC1. Drug 2: C#Cc1cccc(Nc2ncnc3cc(OCCOC)c(OCCOC)cc23)c1. Cell line: NCIH2122. Synergy scores: synergy=-1.53. (7) Drug 1: CN1C(=O)C=CC2(C)C3CCC4(C)C(NC(=O)OCC(F)(F)F)CCC4C3CCC12. Drug 2: CS(=O)(=O)CCNCc1ccc(-c2ccc3ncnc(Nc4ccc(OCc5cccc(F)c5)c(Cl)c4)c3c2)o1. Cell line: OVCAR3. Synergy scores: synergy=12.5. (8) Drug 1: Cn1nnc2c(C(N)=O)ncn2c1=O. Drug 2: COC1=C2CC(C)CC(OC)C(O)C(C)C=C(C)C(OC(N)=O)C(OC)C=CC=C(C)C(=O)NC(=CC1=O)C2=O. Cell line: A2780. Synergy scores: synergy=-9.41. (9) Drug 1: NC(=O)c1cccc2cn(-c3ccc(C4CCCNC4)cc3)nc12. Drug 2: CCc1cnn2c(NCc3ccc[n+]([O-])c3)cc(N3CCCCC3CCO)nc12. Cell line: UACC62. Synergy scores: synergy=-0.104.